From a dataset of Full USPTO retrosynthesis dataset with 1.9M reactions from patents (1976-2016). Predict the reactants needed to synthesize the given product. (1) Given the product [CH3:18][CH2:17][N:13]([C:14]([CH3:15])=[O:16])[C:9]1[CH:10]=[CH:11][CH:12]=[C:7]([C:5]2[N:23]3[N:22]=[CH:21][C:25]([C:26]#[N:27])=[C:19]3[N:2]=[CH:3][CH:4]=2)[CH:8]=1, predict the reactants needed to synthesize it. The reactants are: C[N:2]([CH3:19])[CH:3]=[CH:4][C:5]([C:7]1[CH:8]=[C:9]([N:13]([CH2:17][CH3:18])[C:14](=[O:16])[CH3:15])[CH:10]=[CH:11][CH:12]=1)=O.N[C:21]1[C:25]([C:26]#[N:27])=C[NH:23][N:22]=1.P(=O)(O)(O)O. (2) Given the product [CH2:1]([C@H:3]1[CH2:8][N:7]([CH:9]2[CH2:10][O:11][CH2:12]2)[CH2:6][CH2:5][N:4]1[C:13]1[CH:14]=[CH:15][C:16]([NH:19][C:20]2[C:25](=[O:26])[N:24]([CH3:27])[CH:23]=[C:22]([C:28]3[C:29]([CH2:30][OH:31])=[C:32]([N:37]4[CH:49]=[CH:48][N:40]5[C:41]6[CH2:42][CH2:43][CH2:44][CH2:45][C:46]=6[CH:47]=[C:39]5[C:38]4=[O:50])[CH:33]=[C:34]([F:36])[CH:35]=3)[CH:21]=2)=[N:17][CH:18]=1)[CH3:2], predict the reactants needed to synthesize it. The reactants are: [CH2:1]([C@H:3]1[CH2:8][N:7]([CH:9]2[CH2:12][O:11][CH2:10]2)[CH2:6][CH2:5][N:4]1[C:13]1[CH:14]=[CH:15][C:16]([NH:19][C:20]2[C:25](=[O:26])[N:24]([CH3:27])[CH:23]=[C:22]([C:28]3[CH:35]=[C:34]([F:36])[CH:33]=[C:32]([N:37]4[CH:49]=[CH:48][N:40]5[C:41]6[CH2:42][CH2:43][CH2:44][CH2:45][C:46]=6[CH:47]=[C:39]5[C:38]4=[O:50])[C:29]=3[CH:30]=[O:31])[CH:21]=2)=[N:17][CH:18]=1)[CH3:2].[BH4-].[Na+].